This data is from Forward reaction prediction with 1.9M reactions from USPTO patents (1976-2016). The task is: Predict the product of the given reaction. (1) Given the reactants [C:1]([C:4]1[CH:5]=[C:6]([C:9]([NH:11][N:12]([CH2:28][C@@H:29]([OH:33])[C:30]([OH:32])=[O:31])[CH2:13][C:14]2[CH:19]=[CH:18][C:17]([C:20]3[CH:25]=[C:24]([Cl:26])[CH:23]=[CH:22][C:21]=3[F:27])=[CH:16][CH:15]=2)=[O:10])[NH:7][N:8]=1)(=[O:3])[CH3:2].C1C=CC2N(O)N=NC=2C=1.C(Cl)CCl.C(Cl)Cl.O[CH2:52][C:53]1[O:54][C:55](=[O:59])[O:56][C:57]=1[CH3:58].CN1CCOCC1, predict the reaction product. The product is: [CH3:58][C:57]1[O:56][C:55](=[O:59])[O:54][C:53]=1[CH2:52][O:31][C:30](=[O:32])[C@H:29]([OH:33])[CH2:28][N:12]([CH2:13][C:14]1[CH:19]=[CH:18][C:17]([C:20]2[CH:25]=[C:24]([Cl:26])[CH:23]=[CH:22][C:21]=2[F:27])=[CH:16][CH:15]=1)[NH:11][C:9]([C:6]1[NH:7][N:8]=[C:4]([C:1](=[O:3])[CH3:2])[CH:5]=1)=[O:10]. (2) Given the reactants C(N(C(C)C)CC)(C)C.[Cl:10][C:11]1[CH:12]=[CH:13][C:14]2[N:19]=[C:18]([C:20]3[C:29]4[C:24](=[CH:25][CH:26]=[CH:27][CH:28]=4)[CH:23]=[CH:22][CH:21]=3)[O:17][C:16](=[O:30])[C:15]=2[CH:31]=1.[CH:32]1([CH2:35][NH2:36])[CH2:34][CH2:33]1, predict the reaction product. The product is: [Cl:10][C:11]1[CH:12]=[CH:13][C:14]([NH:19][C:18]([C:20]2[C:29]3[C:24](=[CH:25][CH:26]=[CH:27][CH:28]=3)[CH:23]=[CH:22][CH:21]=2)=[O:17])=[C:15]([C:16]([NH:36][CH2:35][CH:32]2[CH2:34][CH2:33]2)=[O:30])[CH:31]=1. (3) Given the reactants [C:1]([C:3]1[CH:8]=[CH:7][N:6]=[CH:5][CH:4]=1)#[N:2].C(OC(=O)C[C:14]1[C:23]2[C:18](=[CH:19][CH:20]=[CH:21][CH:22]=2)[CH:17]=[CH:16][CH:15]=1)C.[CH3:25][C:26](C)([O-:28])C.[K+].[CH3:31][S:32]N=C=O.CI.[CH3:38][N:39]([CH:41]=O)C, predict the reaction product. The product is: [CH3:38][N:39]1[C:26](=[O:28])[C:25]([C:16]2[CH:15]=[CH:14][C:23]3[C:18](=[CH:19][CH:20]=[CH:21][CH:22]=3)[CH:17]=2)=[C:1]([C:3]2[CH:8]=[CH:7][N:6]=[CH:5][CH:4]=2)[N:2]=[C:41]1[S:32][CH3:31]. (4) Given the reactants [Cl:1][C:2]1[C:7]([C:8]([O:10]CC)=[O:9])=[C:6]([F:13])[C:5]([CH2:14][NH:15][C:16](=[O:22])[C:17]([CH3:21])([CH3:20])[CH2:18][OH:19])=[CH:4][CH:3]=1.[OH-].[Na+], predict the reaction product. The product is: [Cl:1][C:2]1[C:7]([C:8]([OH:10])=[O:9])=[C:6]([F:13])[C:5]([CH2:14][NH:15][C:16](=[O:22])[C:17]([CH3:20])([CH3:21])[CH2:18][OH:19])=[CH:4][CH:3]=1. (5) Given the reactants S([O-])(=O)(=O)C.[N:6]1[C:15]2[CH:14]([NH:16][CH2:17][CH2:18][CH2:19][CH2:20][N:21]3C(=O)C4C(=CC=CC=4)C3=O)[CH2:13][CH2:12][CH2:11][C:10]=2[CH:9]=[CH:8][CH:7]=1.[CH3:32][C:33]#[N:34], predict the reaction product. The product is: [N:34]1[C:13]([CH2:14][N:16]([CH:14]2[C:15]3[N:6]=[CH:7][CH:8]=[CH:9][C:10]=3[CH2:11][CH2:12][CH2:13]2)[CH2:17][CH2:18][CH2:19][CH2:20][NH2:21])=[CH:12][CH:11]=[CH:32][C:33]=1[C:7]1[CH:8]=[CH:9][CH:10]=[CH:15][N:6]=1. (6) The product is: [CH3:1][O:2][C:5]1[CH:10]=[C:9]([CH3:11])[C:8]([N+:12]([O-:14])=[O:13])=[CH:7][N:6]=1. Given the reactants [CH3:1][O-:2].[Na+].Cl[C:5]1[CH:10]=[C:9]([CH3:11])[C:8]([N+:12]([O-:14])=[O:13])=[CH:7][N:6]=1, predict the reaction product. (7) Given the reactants C(OC(=O)[NH:10][CH2:11][CH2:12][CH2:13][CH2:14][C:15]1[CH:20]=[CH:19][C:18]([O:21][CH2:22][C:23](=[O:31])[NH:24][CH2:25][CH2:26][CH2:27][N:28]([CH3:30])[CH3:29])=[CH:17][CH:16]=1)C1C=CC=CC=1.[H][H], predict the reaction product. The product is: [NH2:10][CH2:11][CH2:12][CH2:13][CH2:14][C:15]1[CH:20]=[CH:19][C:18]([O:21][CH2:22][C:23]([NH:24][CH2:25][CH2:26][CH2:27][N:28]([CH3:30])[CH3:29])=[O:31])=[CH:17][CH:16]=1. (8) Given the reactants [Cl:1]Cl.[OH:3][C:4]1[CH:11]=[CH:10][C:7]([CH:8]=[O:9])=[CH:6][CH:5]=1, predict the reaction product. The product is: [Cl:1][C:5]1[CH:6]=[C:7]([CH:10]=[CH:11][C:4]=1[OH:3])[CH:8]=[O:9].